This data is from Peptide-MHC class I binding affinity with 185,985 pairs from IEDB/IMGT. The task is: Regression. Given a peptide amino acid sequence and an MHC pseudo amino acid sequence, predict their binding affinity value. This is MHC class I binding data. (1) The peptide sequence is ALIVAIWDK. The MHC is HLA-A30:01 with pseudo-sequence HLA-A30:01. The binding affinity (normalized) is 0.106. (2) The peptide sequence is NSDPEFNVL. The MHC is HLA-A30:01 with pseudo-sequence HLA-A30:01. The binding affinity (normalized) is 0.0847. (3) The binding affinity (normalized) is 0.0847. The peptide sequence is SEINNLNLT. The MHC is HLA-A01:01 with pseudo-sequence HLA-A01:01. (4) The peptide sequence is TSNPKTPKY. The MHC is HLA-B40:01 with pseudo-sequence HLA-B40:01. The binding affinity (normalized) is 0.0847. (5) The peptide sequence is LSAERYTLF. The MHC is HLA-B15:01 with pseudo-sequence HLA-B15:01. The binding affinity (normalized) is 0.851. (6) The peptide sequence is KYMDNELVY. The MHC is HLA-A02:03 with pseudo-sequence HLA-A02:03. The binding affinity (normalized) is 0.0847.